From a dataset of HIV replication inhibition screening data with 41,000+ compounds from the AIDS Antiviral Screen. Binary Classification. Given a drug SMILES string, predict its activity (active/inactive) in a high-throughput screening assay against a specified biological target. (1) The drug is C=C1C(C(=O)O)C1C(=O)O. The result is 0 (inactive). (2) The result is 0 (inactive). The compound is CC1=NC(C)(C2CC3C=CC2C3=O)COC1=O. (3) The drug is Cc1cc(C)c(-c2c(O)c(O)c(-c3ccccc3)c3ccccc23)c(C)c1. The result is 0 (inactive). (4) The drug is CCCNC(=S)NN=C1C(=O)Nc2ccccc21. The result is 0 (inactive). (5) The drug is CCN(CC)C1CC(OC2CC(O)(C(=O)CO)Cc3c(O)c4c(c(O)c32)C(=O)c2c(OC)cccc2C4=O)OC(C)C1O. The result is 0 (inactive). (6) The result is 0 (inactive). The drug is N#CC(=Cc1ccnc2ccccc12)C(N)=C(C#N)C#N. (7) The result is 0 (inactive). The drug is OC(c1ccsc1)c1cc2ccccc2s1. (8) The molecule is C1CCC(NC2CCCCC2)CC1.COc1ccc(N=NC(=O)NC(CC(C)C)C(=O)NC(C)C(=O)O)cc1. The result is 0 (inactive).